This data is from Full USPTO retrosynthesis dataset with 1.9M reactions from patents (1976-2016). The task is: Predict the reactants needed to synthesize the given product. (1) Given the product [F:34][C@H:35]1[C@@H:40]([O:41][C:2]2[CH:9]=[CH:8][C:7]([C:10]3[N:15]=[C:14]([NH:16][C:17]4[CH:22]=[CH:21][C:20]([N:23]5[CH2:28][CH2:27][N:26]([CH:29]6[CH2:30][O:31][CH2:32]6)[CH2:25][CH2:24]5)=[C:19]([F:33])[CH:18]=4)[N:13]=[CH:12][N:11]=3)=[CH:6][C:3]=2[C:4]#[N:5])[CH2:39][CH2:38][N:37]([C:42](=[O:44])[CH2:50][OH:51])[CH2:36]1, predict the reactants needed to synthesize it. The reactants are: F[C:2]1[CH:9]=[CH:8][C:7]([C:10]2[N:15]=[C:14]([NH:16][C:17]3[CH:22]=[CH:21][C:20]([N:23]4[CH2:28][CH2:27][N:26]([CH:29]5[CH2:32][O:31][CH2:30]5)[CH2:25][CH2:24]4)=[C:19]([F:33])[CH:18]=3)[N:13]=[CH:12][N:11]=2)=[CH:6][C:3]=1[C:4]#[N:5].[F:34][C@H:35]1[C@@H:40]([OH:41])[CH2:39][CH2:38][N:37]([C:42]([O:44]C(C)(C)C)=O)[CH2:36]1.C(O)(=O)[CH2:50][OH:51]. (2) The reactants are: [CH3:1][O:2][C:3]1[C:19]([O:20][CH2:21][S:22][CH3:23])=[CH:18][C:17]2[CH2:16][CH2:15][C@@H:14]3[C@H:6]([CH2:7][CH2:8][C@@:9]4([CH3:25])[C@H:13]3[CH2:12][CH2:11][C@@H:10]4[OH:24])[C:5]=2[CH:4]=1.[C:26](OC(=O)C)(=[O:28])[CH3:27]. Given the product [C:26]([O:24][C@@H:10]1[C@:9]2([CH3:25])[C@H:13]([C@H:14]3[C@H:6]([CH2:7][CH2:8]2)[C:5]2[CH:4]=[C:3]([O:2][CH3:1])[C:19]([O:20][CH2:21][S:22][CH3:23])=[CH:18][C:17]=2[CH2:16][CH2:15]3)[CH2:12][CH2:11]1)(=[O:28])[CH3:27], predict the reactants needed to synthesize it. (3) The reactants are: [N+:1]([C:4]1[CH:5]=[CH:6][C:7]([NH:13][CH2:14][CH2:15][C:16]2[CH:21]=[CH:20][CH:19]=[CH:18][N:17]=2)=[C:8]([C:10](=[O:12])[CH3:11])[CH:9]=1)([O-])=O.[H][H]. Given the product [NH2:1][C:4]1[CH:5]=[CH:6][C:7]([NH:13][CH2:14][CH2:15][C:16]2[CH:21]=[CH:20][CH:19]=[CH:18][N:17]=2)=[C:8]([C:10](=[O:12])[CH3:11])[CH:9]=1, predict the reactants needed to synthesize it. (4) The reactants are: [CH3:1][C:2]1[CH:7]=[CH:6][N:5]=[CH:4][C:3]=1[OH:8].FC(F)(F)S(O[C:15]1[C:24]2[C:23](=[O:25])[N:22]([CH2:26][C:27]3[CH:32]=[CH:31][C:30]([O:33][CH3:34])=[CH:29][CH:28]=3)[C:21](=[O:35])[N:20]([C:36]3[CH:41]=[CH:40][C:39]([I:42])=[CH:38][C:37]=3[F:43])[C:19]=2[N:18]([CH3:44])[C:17](=[O:45])[CH:16]=1)(=O)=O.[H-].[Na+]. Given the product [CH3:1][C:2]1[CH:7]=[CH:6][N:5]=[CH:4][C:3]=1[O:8][C:15]1[C:24]2[C:23](=[O:25])[N:22]([CH2:26][C:27]3[CH:28]=[CH:29][C:30]([O:33][CH3:34])=[CH:31][CH:32]=3)[C:21](=[O:35])[N:20]([C:36]3[CH:41]=[CH:40][C:39]([I:42])=[CH:38][C:37]=3[F:43])[C:19]=2[N:18]([CH3:44])[C:17](=[O:45])[CH:16]=1, predict the reactants needed to synthesize it. (5) The reactants are: [C:1]([O:5][C:6]([N:8]([CH3:48])[C@H:9]([C:13]([NH:15][C@H:16]([C:20]([N:22]([C@@H:24]([C@@H:44]([CH3:47])[CH2:45][CH3:46])[C@H:25]([O:42][CH3:43])[CH2:26][C:27]([N:29]1[CH2:33][CH2:32][CH2:31][C@H:30]1[C@H:34]([O:40][CH3:41])[C@H:35]([C:37](O)=[O:38])[CH3:36])=[O:28])[CH3:23])=[O:21])[CH:17]([CH3:19])[CH3:18])=[O:14])[CH:10]([CH3:12])[CH3:11])=[O:7])([CH3:4])([CH3:3])[CH3:2].[CH2:49]([S:56]([CH2:59][C@@H:60]([NH2:68])[CH2:61][C:62]1[CH:67]=[CH:66][CH:65]=[CH:64][CH:63]=1)(=[O:58])=[O:57])[C:50]1[CH:55]=[CH:54][CH:53]=[CH:52][CH:51]=1. Given the product [C:1]([O:5][C:6]([N:8]([CH3:48])[C@H:9]([C:13]([NH:15][C@H:16]([C:20]([N:22]([C@@H:24]([C@@H:44]([CH3:47])[CH2:45][CH3:46])[C@H:25]([O:42][CH3:43])[CH2:26][C:27]([N:29]1[CH2:33][CH2:32][CH2:31][C@H:30]1[C@H:34]([O:40][CH3:41])[C@@H:35]([CH3:36])[C:37]([NH:68][C@@H:60]([CH2:61][C:62]1[CH:63]=[CH:64][CH:65]=[CH:66][CH:67]=1)[CH2:59][S:56]([CH2:49][C:50]1[CH:51]=[CH:52][CH:53]=[CH:54][CH:55]=1)(=[O:58])=[O:57])=[O:38])=[O:28])[CH3:23])=[O:21])[CH:17]([CH3:19])[CH3:18])=[O:14])[CH:10]([CH3:11])[CH3:12])=[O:7])([CH3:2])([CH3:4])[CH3:3], predict the reactants needed to synthesize it. (6) Given the product [CH2:40]([C@H:24]([NH:23][C:12]([C:7]1[C:6]2[CH2:5][CH2:4][N:3]([CH:15]([CH2:19][CH2:20][CH3:21])[CH2:16][CH2:17][CH3:18])[C:2](=[O:1])[C:11]=2[CH:10]=[CH:9][CH:8]=1)=[O:14])[C@H:25]([OH:39])[CH2:26][NH:27][CH2:28][C:29]1[CH:34]=[CH:33][CH:32]=[C:31]([C:35]([F:36])([F:37])[F:38])[CH:30]=1)[C:41]1[CH:46]=[CH:45][CH:44]=[CH:43][CH:42]=1, predict the reactants needed to synthesize it. The reactants are: [O:1]=[C:2]1[C:11]2[CH:10]=[CH:9][CH:8]=[C:7]([C:12]([OH:14])=O)[C:6]=2[CH2:5][CH2:4][N:3]1[CH:15]([CH2:19][CH2:20][CH3:21])[CH2:16][CH2:17][CH3:18].Cl.[NH2:23][C@@H:24]([CH2:40][C:41]1[CH:46]=[CH:45][CH:44]=[CH:43][CH:42]=1)[C@H:25]([OH:39])[CH2:26][NH:27][CH2:28][C:29]1[CH:34]=[CH:33][CH:32]=[C:31]([C:35]([F:38])([F:37])[F:36])[CH:30]=1.OC1C2N=NNC=2C=CC=1.Cl.CN(C)CCCN=C=NCC.C(N(CC)C(C)C)(C)C.